Dataset: Full USPTO retrosynthesis dataset with 1.9M reactions from patents (1976-2016). Task: Predict the reactants needed to synthesize the given product. (1) Given the product [CH3:23][CH2:24][C:25]1[CH:26]=[CH:27][C:28]([CH2:31][CH2:32][O:33][C:34]2[CH:35]=[CH:36][C:37]([CH2:40][CH:41]3[S:47][C:45](=[O:46])[NH:44][C:42]3=[O:43])=[CH:38][CH:39]=2)=[N:29][CH:30]=1, predict the reactants needed to synthesize it. The reactants are: S([O-])(OCCCCCCCCCCCC)(=O)=O.[Na+].C(O)(C)C.[CH3:23][CH2:24][C:25]1[CH:26]=[CH:27][C:28]([CH2:31][CH2:32][O:33][C:34]2[CH:35]=[CH:36][C:37]([CH2:40][CH:41]3[S:47][C:45](=[O:46])[NH:44][C:42]3=[O:43])=[CH:38][CH:39]=2)=[N:29][CH:30]=1.Cl. (2) The reactants are: [CH3:1][C:2]1[CH:3]=[C:4]([CH2:11][CH:12]([NH:16][C:17]([N:19]2[CH2:24][CH2:23][CH:22]([N:25]3[CH2:34][C:33]4[C:28](=[CH:29][CH:30]=[CH:31][CH:32]=4)[NH:27][C:26]3=[O:35])[CH2:21][CH2:20]2)=[O:18])[C:13]([OH:15])=[O:14])[CH:5]=[C:6]2[C:10]=1[NH:9][N:8]=[CH:7]2.C1(N=C=NC2CCCCC2)CCCCC1.FC1C(O)=C(F)C(F)=C(F)C=1F.[C:63](O)([CH3:66])([CH3:65])[CH3:64].C([Li])(CC)C.C1CCCCC1. Given the product [C:63]([O:14][C:13](=[O:15])[CH:12]([NH:16][C:17]([N:19]1[CH2:20][CH2:21][CH:22]([N:25]2[CH2:34][C:33]3[C:28](=[CH:29][CH:30]=[CH:31][CH:32]=3)[NH:27][C:26]2=[O:35])[CH2:23][CH2:24]1)=[O:18])[CH2:11][C:4]1[CH:5]=[C:6]2[C:10](=[C:2]([CH3:1])[CH:3]=1)[NH:9][N:8]=[CH:7]2)([CH3:66])([CH3:65])[CH3:64], predict the reactants needed to synthesize it. (3) Given the product [CH:3]([C@@H:2]1[CH2:6][CH2:7][CH2:8][N:1]1[C:9]([O:11][C:12]([CH3:15])([CH3:14])[CH3:13])=[O:10])=[O:4], predict the reactants needed to synthesize it. The reactants are: [N:1]1([C:9]([O:11][C:12]([CH3:15])([CH3:14])[CH3:13])=[O:10])[CH2:8][CH2:7][CH2:6][C@H:2]1[C:3](O)=[O:4].C(N(C(C)C)CC)(C)C. (4) The reactants are: Cl[C:2]1[N:3]([CH2:25][CH:26]([CH3:28])[CH3:27])[C:4](=[O:24])[C:5]2[N:6]([CH2:16][O:17][CH2:18][CH2:19][Si:20]([CH3:23])([CH3:22])[CH3:21])[C:7]([CH:11]3[CH2:15][CH2:14][CH2:13][CH2:12]3)=[N:8][C:9]=2[N:10]=1.CN1CCCC1.C(=O)([O-])[O-].[K+].[K+].[CH3:41][C:42]1[C:47]([OH:48])=[CH:46][CH:45]=[CH:44][N:43]=1. Given the product [CH:11]1([C:7]2[N:6]([CH2:16][O:17][CH2:18][CH2:19][Si:20]([CH3:23])([CH3:22])[CH3:21])[C:5]3[C:4](=[O:24])[N:3]([CH2:25][CH:26]([CH3:28])[CH3:27])[C:2]([O:48][C:47]4[C:42]([CH3:41])=[N:43][CH:44]=[CH:45][CH:46]=4)=[N:10][C:9]=3[N:8]=2)[CH2:15][CH2:14][CH2:13][CH2:12]1, predict the reactants needed to synthesize it. (5) Given the product [CH3:19][Si:20]([CH3:33])([CH3:34])[CH2:21][CH2:22][O:23][C:24]([C:26]1([C:36]2[CH:41]=[CH:40][CH:39]=[C:38]([C:42]([CH3:45])([CH3:44])[CH3:43])[CH:37]=2)[CH2:31][CH2:30][CH2:29][C:28](=[CH2:32])[CH2:27]1)=[O:25], predict the reactants needed to synthesize it. The reactants are: C([Li])CCC.C1(NC2CCCCC2)CCCCC1.[CH3:19][Si:20]([CH3:34])([CH3:33])[CH2:21][CH2:22][O:23][C:24]([CH:26]1[CH2:31][CH2:30][CH2:29][C:28](=[CH2:32])[CH2:27]1)=[O:25].Br[C:36]1[CH:41]=[CH:40][CH:39]=[C:38]([C:42]([CH3:45])([CH3:44])[CH3:43])[CH:37]=1. (6) Given the product [OH:35][C@@H:48]1[C@@H:46]([OH:49])[CH2:47][CH2:8][C:7](=[O:24])[O:6][C@H:5]([C:25]2[CH:30]=[CH:29][CH:28]=[CH:27][CH:26]=2)[CH2:4][NH:3][C:2](=[O:1])[C@H:13]([CH2:14][C:15]([NH:17][CH2:18][C:19]2[S:20][CH:21]=[CH:22][CH:23]=2)=[O:16])[CH2:12]1, predict the reactants needed to synthesize it. The reactants are: [O:1]=[C:2]1[C@H:13]([CH2:14][C:15]([NH:17][CH2:18][C:19]2[S:20][CH:21]=[CH:22][CH:23]=2)=[O:16])[CH2:12]C=CC[CH2:8][C:7](=[O:24])[O:6][C@H:5]([C:25]2[CH:30]=[CH:29][CH:28]=[CH:27][CH:26]=2)[CH2:4][NH:3]1.C[N+]1([O-])CC[O:35]CC1.S([O-])([O-])=O.[Na+].[Na+].C[C:46]([OH:49])([CH3:48])[CH3:47].C1COCC1.O. (7) Given the product [CH3:1][O:2][C:3]([C:5]1[C:14]2[C:9](=[CH:10][C:11]([O:16][CH3:17])=[C:12]([Br:25])[CH:13]=2)[C:8](=[O:18])[N:7]([CH2:19][CH3:20])[CH:6]=1)=[O:4], predict the reactants needed to synthesize it. The reactants are: [CH3:1][O:2][C:3]([C:5]1[C:14]2[C:9](=[CH:10][C:11]([O:16][CH3:17])=[C:12](N)[CH:13]=2)[C:8](=[O:18])[N:7]([CH2:19][CH3:20])[CH:6]=1)=[O:4].N([O-])=O.[Na+].[BrH:25].